From a dataset of Full USPTO retrosynthesis dataset with 1.9M reactions from patents (1976-2016). Predict the reactants needed to synthesize the given product. (1) Given the product [C:1]([C:5]1[CH:6]=[C:7]([C:16]2[N:20]([CH2:21][CH:22]3[CH2:23][CH2:24][CH2:25][CH2:26][CH2:27]3)[N:19]=[C:18]([C:28]([O:30][CH3:31])=[O:29])[N:17]=2)[CH:8]=[C:9]([CH3:15])[C:10]=1[OH:11])([CH3:4])([CH3:2])[CH3:3], predict the reactants needed to synthesize it. The reactants are: [C:1]([C:5]1[CH:6]=[C:7]([C:16]2[N:20]([CH2:21][CH:22]3[CH2:27][CH2:26][CH2:25][CH2:24][CH2:23]3)[N:19]=[C:18]([C:28]([O:30][CH3:31])=[O:29])[N:17]=2)[CH:8]=[C:9]([CH3:15])[C:10]=1[O:11]COC)([CH3:4])([CH3:3])[CH3:2].Cl. (2) Given the product [CH3:25][S:26]([NH:29][C:2]1[N:7]=[C:6]([O:8][C:9]2[CH:10]=[C:11]3[C:15](=[CH:16][CH:17]=2)[N:14]([C:18]([O:20][C:21]([CH3:24])([CH3:23])[CH3:22])=[O:19])[CH:13]=[CH:12]3)[CH:5]=[CH:4][N:3]=1)(=[O:28])=[O:27], predict the reactants needed to synthesize it. The reactants are: Cl[C:2]1[N:7]=[C:6]([O:8][C:9]2[CH:10]=[C:11]3[C:15](=[CH:16][CH:17]=2)[N:14]([C:18]([O:20][C:21]([CH3:24])([CH3:23])[CH3:22])=[O:19])[CH:13]=[CH:12]3)[CH:5]=[CH:4][N:3]=1.[CH3:25][S:26]([NH2:29])(=[O:28])=[O:27].C(=O)([O-])[O-].[Cs+].[Cs+].CC1(C)C2C(=C(P(C3C=CC=CC=3)C3C=CC=CC=3)C=CC=2)OC2C(P(C3C=CC=CC=3)C3C=CC=CC=3)=CC=CC1=2.